Dataset: Forward reaction prediction with 1.9M reactions from USPTO patents (1976-2016). Task: Predict the product of the given reaction. (1) Given the reactants Cl[C:2]1[N:7]=[CH:6][C:5]([CH2:8][C:9]2[C:18]3[C:13](=[CH:14][CH:15]=[CH:16][CH:17]=3)[N:12]=[C:11]([C:19]([NH:21][C@H:22]3[CH2:27][CH2:26][CH2:25][CH2:24][C@@H:23]3[OH:28])=[O:20])[CH:10]=2)=[CH:4][CH:3]=1.[CH3:29][N:30]1[CH:34]=[C:33](B2OC(C)(C)C(C)(C)O2)[CH:32]=[N:31]1.C1(P(C2CCCCC2)C2CCCCC2)CCCCC1.P([O-])([O-])([O-])=O.[K+].[K+].[K+], predict the reaction product. The product is: [OH:28][C@H:23]1[CH2:24][CH2:25][CH2:26][CH2:27][C@@H:22]1[NH:21][C:19]([C:11]1[CH:10]=[C:9]([CH2:8][C:5]2[CH:6]=[N:7][C:2]([C:33]3[CH:32]=[N:31][N:30]([CH3:29])[CH:34]=3)=[CH:3][CH:4]=2)[C:18]2[C:13](=[CH:14][CH:15]=[CH:16][CH:17]=2)[N:12]=1)=[O:20]. (2) Given the reactants [Br:1][C:2]1[C:25]([Br:26])=[CH:24][C:5]2[N:6]([CH2:22][CH3:23])[C:7]([N:9]3[CH2:14][CH2:13][N:12](C(OC(C)(C)C)=O)[CH2:11][CH2:10]3)=[N:8][C:4]=2[C:3]=1[C:27]#[N:28].[ClH:29].C(OCC)C, predict the reaction product. The product is: [ClH:29].[Br:1][C:2]1[C:25]([Br:26])=[CH:24][C:5]2[N:6]([CH2:22][CH3:23])[C:7]([N:9]3[CH2:14][CH2:13][NH:12][CH2:11][CH2:10]3)=[N:8][C:4]=2[C:3]=1[C:27]#[N:28]. (3) Given the reactants Cl[C:2]1[CH:9]=[CH:8][CH:7]=[C:6]([CH3:10])[C:3]=1[CH2:4]Br.ClC1C(C)=C(C=CC=1)C[Br:16].[NH2:21][C:22]1[C:23]2[N:24]([C:28]([CH3:32])=[C:29]([CH3:31])[N:30]=2)[CH:25]=[CH:26][CH:27]=1, predict the reaction product. The product is: [Br:16][C:2]1[C:3]([CH3:4])=[C:6]([CH:7]=[CH:8][CH:9]=1)[CH2:10][NH:21][C:22]1[C:23]2[N:24]([C:28]([CH3:32])=[C:29]([CH3:31])[N:30]=2)[CH:25]=[CH:26][CH:27]=1. (4) Given the reactants [Cl:1][CH:2](Cl)[CH3:3].S(Cl)(Cl)=O.[O:9]([CH2:16][C:17]1[CH:25]=[CH:24][CH:23]=[CH:22]C=1C(O)=O)[C:10]1[CH:15]=[CH:14][CH:13]=[CH:12][CH:11]=1.Cl.[CH2:27]([O:29][NH2:30])[CH3:28].N1C=CC=CC=1.Cl.C1(P(C2C=CC=CC=2)C2C=CC=CC=2)C=CC=CC=1.C(Cl)(Cl)(Cl)Cl, predict the reaction product. The product is: [CH2:27]([O:29][N:30]=[C:2]([Cl:1])[C:3]1[CH:22]=[CH:23][CH:24]=[CH:25][C:17]=1[CH2:16][O:9][C:10]1[CH:11]=[CH:12][CH:13]=[CH:14][CH:15]=1)[CH3:28]. (5) Given the reactants Cl.[F:2][C:3]1[CH:4]=[C:5]([CH:11]=[CH:12][CH:13]=1)[C:6](=[NH:10])[O:7][CH2:8][CH3:9].C(N(CC)CC)C.[Cl:21][CH2:22][C:23](Cl)=[O:24], predict the reaction product. The product is: [Cl:21][CH2:22][C:23](/[N:10]=[C:6](\[O:7][CH2:8][CH3:9])/[C:5]1[CH:11]=[CH:12][CH:13]=[C:3]([F:2])[CH:4]=1)=[O:24]. (6) Given the reactants Cl.[CH3:2][O:3][C:4]1[CH:5]=[C:6]([C:12]2[C:13]([CH3:25])([CH3:24])[C:14](=[O:23])[N:15]([CH:17]3[CH2:22][CH2:21][NH:20][CH2:19][CH2:18]3)[N:16]=2)[CH:7]=[CH:8][C:9]=1[O:10][CH3:11].[Br:26][C:27]1[CH:35]=[CH:34][CH:33]=[CH:32][C:28]=1[C:29](O)=[O:30], predict the reaction product. The product is: [Br:26][C:27]1[CH:35]=[CH:34][CH:33]=[CH:32][C:28]=1[C:29]([N:20]1[CH2:21][CH2:22][CH:17]([N:15]2[C:14](=[O:23])[C:13]([CH3:25])([CH3:24])[C:12]([C:6]3[CH:7]=[CH:8][C:9]([O:10][CH3:11])=[C:4]([O:3][CH3:2])[CH:5]=3)=[N:16]2)[CH2:18][CH2:19]1)=[O:30]. (7) Given the reactants Cl.O1CCOCC1.[O:8]=[C:9]1[C@@H:15]([NH:16][C:17](=[O:32])[C@H:18]([OH:31])[C@@H:19]([NH:23]C(OC(C)(C)C)=O)[CH:20]([CH3:22])[CH3:21])[CH2:14][CH2:13][CH2:12][CH2:11][NH:10]1, predict the reaction product. The product is: [NH2:23][C@@H:19]([CH:20]([CH3:22])[CH3:21])[C@@H:18]([OH:31])[C:17]([NH:16][C@H:15]1[CH2:14][CH2:13][CH2:12][CH2:11][NH:10][C:9]1=[O:8])=[O:32].